From a dataset of Blood-brain barrier permeability classification from the B3DB database. Regression/Classification. Given a drug SMILES string, predict its absorption, distribution, metabolism, or excretion properties. Task type varies by dataset: regression for continuous measurements (e.g., permeability, clearance, half-life) or binary classification for categorical outcomes (e.g., BBB penetration, CYP inhibition). Dataset: b3db_classification. (1) The compound is O=C(O)c1ccccc1O. The result is 0 (does not penetrate BBB). (2) The molecule is CC[N+](C)(CC)CCOC(=O)C1c2ccccc2Oc2ccccc21. The result is 0 (does not penetrate BBB). (3) The molecule is NC(=O)C1(N2CCCCC2)CCN(CCCN2c3ccccc3CCc3ccccc32)CC1. The result is 1 (penetrates BBB). (4) The drug is COC[C@@H]1CN(c2ccc(OCc3cccc(C#N)c3)cc2)C(=O)O1. The result is 1 (penetrates BBB). (5) The drug is CC1C=Nc2c1c(=O)[nH]c(=O)n2C. The result is 1 (penetrates BBB).